This data is from Full USPTO retrosynthesis dataset with 1.9M reactions from patents (1976-2016). The task is: Predict the reactants needed to synthesize the given product. (1) Given the product [N+:1]([C:4]1[CH:12]=[CH:11][CH:10]=[C:9]2[C:5]=1[CH:6]=[N:7][N:8]2[C:24]1[CH:18]=[N:19][C:14]([F:13])=[CH:15][CH:16]=1)([O-:3])=[O:2], predict the reactants needed to synthesize it. The reactants are: [N+:1]([C:4]1[CH:12]=[CH:11][CH:10]=[C:9]2[C:5]=1[CH:6]=[N:7][NH:8]2)([O-:3])=[O:2].[F:13][C:14]1[CH:15]=[CH:16]N(B(O)O)[CH2:18][N:19]=1.Cl[CH2:24]Cl. (2) Given the product [Cl:19][C:20]1[CH:25]=[CH:24][C:23]([C:10]2[C:9]([C:12]3[CH:17]=[CH:16][CH:15]=[CH:14][C:13]=3[Cl:18])=[N:8][N:7]3[C:2]([C:16]4[CH:15]=[CH:14][C:13]([Cl:18])=[CH:12][CH:17]=4)=[CH:3][CH:4]=[N:5][C:6]=23)=[CH:22][CH:21]=1, predict the reactants needed to synthesize it. The reactants are: Cl[C:2]1[N:7]2[N:8]=[C:9]([C:12]3[CH:17]=[CH:16][CH:15]=[CH:14][C:13]=3[Cl:18])[C:10](I)=[C:6]2[N:5]=[CH:4][CH:3]=1.[Cl:19][C:20]1[CH:25]=[CH:24][C:23](B(O)O)=[CH:22][CH:21]=1.C([O-])([O-])=O.[Na+].[Na+]. (3) Given the product [Cl:6][C:7]1[CH:8]=[C:9]2[C:13](=[CH:14][CH:15]=1)[N:12]([S:16]([C:19]1[CH:20]=[C:21]([CH:36]=[CH:37][CH:38]=1)[C:22]([NH:24][C:25]1[CH:33]=[CH:32][C:31]([C:34]#[N:35])=[CH:30][C:26]=1[C:27]([NH:39][C:40]1[S:41][CH:42]=[CH:43][N:44]=1)=[O:28])=[O:23])(=[O:18])=[O:17])[CH2:11][CH2:10]2, predict the reactants needed to synthesize it. The reactants are: O1CCCC1.[Cl:6][C:7]1[CH:8]=[C:9]2[C:13](=[CH:14][CH:15]=1)[N:12]([S:16]([C:19]1[CH:20]=[C:21]([CH:36]=[CH:37][CH:38]=1)[C:22]([NH:24][C:25]1[CH:33]=[CH:32][C:31]([C:34]#[N:35])=[CH:30][C:26]=1[C:27](O)=[O:28])=[O:23])(=[O:18])=[O:17])[CH2:11][CH2:10]2.[NH2:39][C:40]1[S:41][CH:42]=[CH:43][N:44]=1.C1N=CN(C(N2C=NC=C2)=O)C=1. (4) The reactants are: [CH2:1]([O:3][C:4]1[CH:5]=[C:6]([C:14](=O)[CH2:15][C:16](=O)[C:17]([F:20])([F:19])[F:18])[CH:7]=[CH:8][C:9]=1[C:10]([F:13])([F:12])[F:11])[CH3:2].[NH2:23][C:24]1[C:28]([C:29]2[CH:34]=[CH:33][N:32]=[C:31]([CH3:35])[CH:30]=2)=[CH:27][NH:26][N:25]=1. Given the product [CH2:1]([O:3][C:4]1[CH:5]=[C:6]([C:14]2[CH:15]=[C:16]([C:17]([F:20])([F:19])[F:18])[N:25]3[N:26]=[CH:27][C:28]([C:29]4[CH:34]=[CH:33][N:32]=[C:31]([CH3:35])[CH:30]=4)=[C:24]3[N:23]=2)[CH:7]=[CH:8][C:9]=1[C:10]([F:13])([F:12])[F:11])[CH3:2], predict the reactants needed to synthesize it. (5) Given the product [C:11]([O:14][C:15](=[O:16])[NH:1][CH2:2][CH:3]([OH:4])[C:5]1[CH:9]=[CH:8][S:7][CH:6]=1)([CH3:13])([CH3:12])[CH3:10], predict the reactants needed to synthesize it. The reactants are: [NH2:1][CH2:2][CH:3]([C:5]1[CH:9]=[CH:8][S:7][CH:6]=1)[OH:4].[CH3:10][C:11]([O:14][C:15](O[C:15]([O:14][C:11]([CH3:13])([CH3:12])[CH3:10])=[O:16])=[O:16])([CH3:13])[CH3:12]. (6) Given the product [NH2:2][CH2:1][CH2:3][C:4]1[CH:5]=[C:6]([CH:16]=[CH:17][CH:18]=1)[O:7][CH2:8][C:9]([O:11][C:12]([CH3:15])([CH3:13])[CH3:14])=[O:10], predict the reactants needed to synthesize it. The reactants are: [C:1]([CH2:3][C:4]1[CH:5]=[C:6]([CH:16]=[CH:17][CH:18]=1)[O:7][CH2:8][C:9]([O:11][C:12]([CH3:15])([CH3:14])[CH3:13])=[O:10])#[N:2].O.[BH4-].[Na+]. (7) The reactants are: C([Li])CCC.[C:6]1([OH:17])[C:15]([F:16])=[C:13]([F:14])[C:11]([F:12])=[C:9]([F:10])[C:7]=1[F:8].Cl[Si:19]([CH3:22])([CH3:21])[CH3:20]. Given the product [C:6]1([O:17][Si:19]([CH3:22])([CH3:21])[CH3:20])[C:7]([F:8])=[C:9]([F:10])[C:11]([F:12])=[C:13]([F:14])[C:15]=1[F:16], predict the reactants needed to synthesize it. (8) The reactants are: [Br:1][C:2]1[C:11]2[O:10][CH:9]([C:12]([F:15])([F:14])[F:13])[C:8]([C:16]([O:18]CC)=[O:17])=[CH:7][C:6]=2[CH:5]=[C:4]([Cl:21])[CH:3]=1.C(O)C.[OH-].[Na+].Cl. Given the product [Br:1][C:2]1[C:11]2[O:10][CH:9]([C:12]([F:14])([F:13])[F:15])[C:8]([C:16]([OH:18])=[O:17])=[CH:7][C:6]=2[CH:5]=[C:4]([Cl:21])[CH:3]=1, predict the reactants needed to synthesize it. (9) Given the product [CH3:6][O:5][C:3]([C@@H:2]1[CH2:7][CH2:8][CH2:9][N:26]1[C@H:24]([C:21]1[CH:22]=[CH:23][C:18]([Br:17])=[CH:19][CH:20]=1)[CH3:25])=[O:4], predict the reactants needed to synthesize it. The reactants are: Br[CH:2]([CH2:7][CH2:8][CH2:9]Br)[C:3]([O:5][CH3:6])=[O:4].C([O-])([O-])=O.[K+].[K+].[Br:17][C:18]1[CH:23]=[CH:22][C:21]([C@@H:24]([NH2:26])[CH3:25])=[CH:20][CH:19]=1.CCOC(C)=O. (10) Given the product [F:27][C:28]1[CH:41]=[CH:40][C:31]([C:32]([CH:34]2[CH2:39][CH2:38][N:37]([CH2:12][CH:13]3[O:14][C:15]4[C:16](=[CH:17][CH:18]=[C:19]5[N:20]=[C:21]([CH3:24])[O:22][C:23]5=4)[O:25][CH2:26]3)[CH2:36][CH2:35]2)=[O:33])=[CH:30][CH:29]=1, predict the reactants needed to synthesize it. The reactants are: CC1C=CC(S(O[CH2:12][C@H:13]2[CH2:26][O:25][C:16]3[CH:17]=[CH:18][C:19]4[N:20]=[C:21]([CH3:24])[O:22][C:23]=4[C:15]=3[O:14]2)(=O)=O)=CC=1.[F:27][C:28]1[CH:41]=[CH:40][C:31]([C:32]([CH:34]2[CH2:39][CH2:38][NH:37][CH2:36][CH2:35]2)=[O:33])=[CH:30][CH:29]=1.C(O)C.C(O)(=O)/C=C/C(O)=O.